Predict the product of the given reaction. From a dataset of Forward reaction prediction with 1.9M reactions from USPTO patents (1976-2016). (1) Given the reactants [NH:1]1[CH2:6][CH:5]=[CH:4][CH2:3][CH2:2]1.C(Cl)Cl.[CH2:10]([O:17][C:18](ON1C(=O)CCC1=O)=[O:19])[C:11]1[CH:16]=[CH:15][CH:14]=[CH:13][CH:12]=1.C(N(CC)CC)C, predict the reaction product. The product is: [N:1]1([C:18]([O:17][CH2:10][C:11]2[CH:16]=[CH:15][CH:14]=[CH:13][CH:12]=2)=[O:19])[CH2:2][CH:3]=[CH:4][CH2:5][CH2:6]1. (2) Given the reactants Br[C:2]1[CH:3]=[C:4]([CH2:7][O:8][Si:9]([C:12]([CH3:15])([CH3:14])[CH3:13])([CH3:11])[CH3:10])[S:5][CH:6]=1.[CH2:16]([Mg]Br)[CH3:17].O1CCCC1.[Cl-].[NH4+], predict the reaction product. The product is: [C:12]([Si:9]([O:8][CH2:7][C:4]1[S:5][CH:6]=[C:2]([CH2:16][CH3:17])[CH:3]=1)([CH3:11])[CH3:10])([CH3:15])([CH3:14])[CH3:13]. (3) Given the reactants C[O:2][C:3](=[O:35])[CH2:4][N:5]1[C:13]2[C:8](=[CH:9][C:10]([O:14][CH2:15][CH2:16][CH2:17][O:18][C:19]3[CH:24]=[CH:23][C:22]([C:25]4[S:26][CH:27]=[C:28]([CH2:30][CH3:31])[N:29]=4)=[CH:21][C:20]=3[CH2:32][CH2:33][CH3:34])=[CH:11][CH:12]=2)[CH:7]=[CH:6]1.O[Li].O, predict the reaction product. The product is: [CH2:30]([C:28]1[N:29]=[C:25]([C:22]2[CH:23]=[CH:24][C:19]([O:18][CH2:17][CH2:16][CH2:15][O:14][C:10]3[CH:9]=[C:8]4[C:13](=[CH:12][CH:11]=3)[N:5]([CH2:4][C:3]([OH:35])=[O:2])[CH:6]=[CH:7]4)=[C:20]([CH2:32][CH2:33][CH3:34])[CH:21]=2)[S:26][CH:27]=1)[CH3:31]. (4) The product is: [Cl:28][C:22]1[CH:23]=[C:24]([Cl:27])[CH:25]=[CH:26][C:21]=1[CH2:20][C@H:17]([NH:16][C:9](=[O:10])[O:11][C:12]([CH3:13])([CH3:14])[CH3:15])[CH2:18][OH:19]. Given the reactants [C:12]([O:11][C:9](O[C:9]([O:11][C:12]([CH3:15])([CH3:14])[CH3:13])=[O:10])=[O:10])([CH3:15])([CH3:14])[CH3:13].[NH2:16][C@@H:17]([CH2:20][C:21]1[CH:26]=[CH:25][C:24]([Cl:27])=[CH:23][C:22]=1[Cl:28])[CH2:18][OH:19], predict the reaction product. (5) Given the reactants [CH2:1]([N:4]([CH2:14][C:15]1[CH:23]=[CH:22][C:18]([C:19](O)=[O:20])=[CH:17][CH:16]=1)[CH:5]1[CH2:13][CH2:12][C:8]2[N:9]=[CH:10][S:11][C:7]=2[CH2:6]1)[CH2:2][CH3:3].C1C2C(=CC=CC=2)CCC1C([Cl:36])=O, predict the reaction product. The product is: [CH2:1]([N:4]([CH2:14][C:15]1[CH:23]=[CH:22][C:18]([C:19]([Cl:36])=[O:20])=[CH:17][CH:16]=1)[CH:5]1[CH2:13][CH2:12][C:8]2[N:9]=[CH:10][S:11][C:7]=2[CH2:6]1)[CH2:2][CH3:3]. (6) The product is: [Br:1][C:2]1[CH:11]=[C:10]2[C:5]([CH:6]=[CH:7][C:8](=[O:15])[N:9]2[CH2:12][CH2:13][N:38]2[CH2:37][CH2:36][CH:35]([N:27]([CH2:26][C:23]3[N:22]=[CH:21][C:20]4[O:19][CH2:18][CH2:17][O:16][C:25]=4[CH:24]=3)[C:28](=[O:34])[O:29][C:30]([CH3:32])([CH3:33])[CH3:31])[CH2:40][CH2:39]2)=[N:4][CH:3]=1. Given the reactants [Br:1][C:2]1[CH:11]=[C:10]2[C:5]([CH:6]=[CH:7][C:8](=[O:15])[N:9]2[CH2:12][CH:13]=O)=[N:4][CH:3]=1.[O:16]1[C:25]2[CH:24]=[C:23]([CH2:26][N:27]([CH:35]3[CH2:40][CH2:39][NH:38][CH2:37][CH2:36]3)[C:28](=[O:34])[O:29][C:30]([CH3:33])([CH3:32])[CH3:31])[N:22]=[CH:21][C:20]=2[O:19][CH2:18][CH2:17]1.C(O[BH-](OC(=O)C)OC(=O)C)(=O)C.[Na+].C(=O)([O-])O.[Na+], predict the reaction product. (7) Given the reactants Br[C:2]1[C:3]2[N:4]([N:8]=[C:9]([NH:11][C:12]3[CH:17]=[CH:16][C:15]([O:18][CH3:19])=[CH:14][CH:13]=3)[N:10]=2)[CH:5]=[CH:6][CH:7]=1.[NH:20]1[CH2:25][CH2:24][S:23](=[O:27])(=[O:26])[CH2:22][CH2:21]1, predict the reaction product. The product is: [O:26]=[S:23]1(=[O:27])[CH2:24][CH2:25][N:20]([C:2]2[C:3]3[N:4]([N:8]=[C:9]([NH:11][C:12]4[CH:17]=[CH:16][C:15]([O:18][CH3:19])=[CH:14][CH:13]=4)[N:10]=3)[CH:5]=[CH:6][CH:7]=2)[CH2:21][CH2:22]1.